Dataset: Reaction yield outcomes from USPTO patents with 853,638 reactions. Task: Predict the reaction yield, written as a fraction of the theoretical maximum amount of product (1.0 means a 100% yield; for example, 0.34 means a 34% yield). (1) The reactants are [C:1]([N:8]1[C@H:12]([CH2:13][O:14][CH2:15][C:16]2[CH:21]=[CH:20][CH:19]=[CH:18][CH:17]=2)[CH2:11][CH2:10][C@H:9]1[CH2:22][O:23]C(=O)C1C=CC=CC=1)([O:3][C:4]([CH3:7])([CH3:6])[CH3:5])=[O:2].[OH-].[Na+].Cl. The catalyst is CO. The product is [C:1]([N:8]1[C@H:9]([CH2:22][OH:23])[CH2:10][CH2:11][C@H:12]1[CH2:13][O:14][CH2:15][C:16]1[CH:21]=[CH:20][CH:19]=[CH:18][CH:17]=1)([O:3][C:4]([CH3:7])([CH3:6])[CH3:5])=[O:2]. The yield is 0.910. (2) The reactants are [OH:1][C:2]1[CH:10]=[CH:9][CH:8]=[C:7]2[C:3]=1[CH:4]=[CH:5][NH:6]2.C([O-])([O-])=O.[K+].[K+].[CH2:17](Br)[CH2:18][CH2:19][CH2:20][CH2:21][CH2:22][CH2:23][CH2:24][CH3:25]. The catalyst is C(#N)C. The product is [CH2:17]([O:1][C:2]1[CH:10]=[CH:9][CH:8]=[C:7]2[C:3]=1[CH:4]=[CH:5][NH:6]2)[CH2:18][CH2:19][CH2:20][CH2:21][CH2:22][CH2:23][CH2:24][CH3:25]. The yield is 0.870. (3) The reactants are [CH3:1][CH2:2][C@H:3]([C@H:11]([CH2:13][N:14]([CH3:16])[CH3:15])[CH3:12])[C:4]1[CH:5]=[CH:6][CH:7]=[C:8]([OH:10])[CH:9]=1.CC(=O)CC.C[Si](C)(C)[Cl:24]. The catalyst is O. The product is [CH3:1][CH2:2][C@H:3]([C@H:11]([CH2:13][N:14]([CH3:16])[CH3:15])[CH3:12])[C:4]1[CH:5]=[CH:6][CH:7]=[C:8]([OH:10])[CH:9]=1.[ClH:24]. The yield is 0.978. (4) The reactants are [OH:1][C@H:2]([CH3:6])[C:3]([NH2:5])=O.F[B-](F)(F)F.C([O+](CC)CC)C.N[C:20]1[C:21]([NH:29][C@H:30]2[CH2:35][CH2:34][C@H:33]([OH:36])[CH2:32][CH2:31]2)=[C:22]2[S:28][CH:27]=[CH:26][C:23]2=[N:24][CH:25]=1. The catalyst is O1CCCC1.C(O)C. The product is [OH:1][C@@H:2]([C:3]1[N:29]([C@H:30]2[CH2:31][CH2:32][C@H:33]([OH:36])[CH2:34][CH2:35]2)[C:21]2=[C:22]3[S:28][CH:27]=[CH:26][C:23]3=[N:24][CH:25]=[C:20]2[N:5]=1)[CH3:6]. The yield is 0.00800.